Dataset: Experimentally validated miRNA-target interactions with 360,000+ pairs, plus equal number of negative samples. Task: Binary Classification. Given a miRNA mature sequence and a target amino acid sequence, predict their likelihood of interaction. (1) The miRNA is hsa-miR-4665-3p with sequence CUCGGCCGCGGCGCGUAGCCCCCGCC. The protein sequence of the target gene is MAGYKPVAIQTYPILGEKITQDTLYWNNYKTPVQIKEFGAVSKVDFSPQPPYNYAVTASSRIHIYGRYSQEPIKTFSRFKDTAYCATFRQDGRLLVAGSEDGGVQLFDISGRAPLRQFEGHTKAVHTVDFTADKYHVVSGADDYTVKLWDIPNSKEILTFKEHSDYVRCGCASKLNPDLFITGSYDHTVKMFDARTSESVLSVEHGQPVESVLLFPSGGLLVSAGGRYVKVWDMLKGGQLLVSLKNHHKTVTCLCLSSSGQRLLSGSLDRKVKVYSTTSYKVVHSFDYAASILSLALAHE.... Result: 0 (no interaction). (2) The miRNA is hsa-miR-1253 with sequence AGAGAAGAAGAUCAGCCUGCA. The protein sequence of the target gene is MEARVAWGALAGPLRVLCVLCCLLGRAIAAPSPIIKFPGDVAPKTDKELAVQYLNTFYGCPKESCNLFVLKDTLKKMQKFFGLPQTGDLDQNTIETMRKPRCGNPDVANYNFFPRKPKWDKNQITYRIIGYTPDLDPETVDDAFARALKVWSDVTPLRFSRIHDGEADIMINFGRWEHGDGYPFDGKDGLLAHAFAPGTGVGGDSHFDDDELWTLGEGQVVRVKYGNADGEYCKFPFLFNGREYSSCTDTGRSDGFLWCSTTYNFEKDGKYGFCPHEALFTMGGNADGQPCKFPFRFQGT.... Result: 0 (no interaction). (3) The miRNA is hsa-miR-643 with sequence ACUUGUAUGCUAGCUCAGGUAG. The protein sequence of the target gene is MEESNPAPTSCTSKGKHSKVSDLISHFEGGSVLSSYIDLQKDSTMNLNIPQTLGQPGLTSSPPRKFLPQHSPQKQENDPDQTQGQHGCLANGVVAAQNQMECEDEKETTLSPEMAIQTAAASPDTHVLNGERNETITDSASSIANSHDENASDSSCRTPGTDLGLPSKEGEPGMDAELQERENGVNTMGLDTLDQHHEVKETNEQKLHKIATELLLTERAYVSRLDLLDQVFYCKLLEEANRGSFPAEMVNKIFSNISSINAFHSKFLLPELEKRMQEWETTPRIGDILQKLAPFLKMYG.... Result: 0 (no interaction). (4) Result: 0 (no interaction). The miRNA is hsa-miR-5582-5p with sequence UAGGCACACUUAAAGUUAUAGC. The protein sequence of the target gene is MTVLQEPVQAAIWQALNHYAYRDAVFLAERLYAEVHSEEALFLLATCYYRSGKAYKAYRLLKGHSCTTPQCKYLLAKCCVDLSKLAEGEQILSGGVFNKQKSHDDLVTEFGDSACFTLSLLGHVYCKTDRLAKGSECYQKSLSLNPFLWSPFESLCEIGEKPDPDQTFKLTSLQNFSSCLPNTCTTLVSNHSLSHRQPETVLTETPQDTIELNRLNLESSNSKYSLNTDSSVSYIDSTVISPDNVPLGPGTAILSKQVQNKPKTGRSLLGGPTALSPLTPSFGILPLETPSPGDGSYLQN.... (5) The miRNA is hsa-miR-129-1-3p with sequence AAGCCCUUACCCCAAAAAGUAU. The protein sequence of the target gene is MSHQPLSCLTEKEDSPSESTGNGPPHLAHPNLDTFTPEELLQQMKELLTENHQLKEAMKLNNQAMKGRFEELSAWTEKQKEERQFFEIQSKEAKERLMALSHENEKLKEELGKLKGKSERSSEDPTDDSRLPRAEAEQEKDQLRTQVVRLQAEKADLLGIVSELQLKLNSSGSSEDSFVEIRMAEGEAEGSVKEIKHSPGPTRTVSTGTALSKYRSRSADGAKNYFEHEELTVSQLLLCLREGNQKVERLEVALKEAKERVSDFEKKTSNRSEIETQTEGSTEKENDEEKGPETVGSEVE.... Result: 0 (no interaction). (6) The miRNA is hsa-miR-29c-5p with sequence UGACCGAUUUCUCCUGGUGUUC. The protein sequence of the target gene is MAVEALHCGLNPRGIDHPAHAEGIKLQIEGEGVESQSIKNKNFQKVPDQKGTPKRLQAEAETAKSATVKLSKPVALWTQQDVCKWLKKHCPNQYQIYSESFKQHDITGRALLRLTDKKLERMGIAQENLRQHILQQVLQLKVREEVRNLQLLTQGTLLLPDGWMDGEIRRKTTLLLGQTGVRENLLLFLHRISIIENSIQI. Result: 0 (no interaction). (7) The miRNA is hsa-miR-6840-3p with sequence GCCCAGGACUUUGUGCGGGGUG. The protein sequence of the target gene is MPKAPKQQPPEPEWIGDGESTSPSDKVVKKGKKDKKIKKTFFEELAVEDKQAGEEEKVLKEKEQQQQQQQQQQKKKRDTRKGRRKKDVDDDGEEKELMERLKKLSVPTSDEEDEVPAPKPRGGKKTKGGNVFAALIQDQSEEEEEEEKHPPKPAKPEKNRINKAVSEEQQPALKGKKGKEEKSKGKAKPQNKFAALDNEEEDKEEEIIKEKEPPKQGKEKAKKAEQGSEEEGEGEEEEEEGGESKADDPYAHLSKKEKKKLKKQMEYERQVASLKAANAAENDFSVSQAEMSSRQAMLEN.... Result: 1 (interaction).